From a dataset of Forward reaction prediction with 1.9M reactions from USPTO patents (1976-2016). Predict the product of the given reaction. (1) Given the reactants [Cl:1][C:2]1[CH:7]=[CH:6][CH:5]=[CH:4][C:3]=1[CH:8]=O.[CH3:10][CH2:11]C(=O)CC.B(F)(F)F.CCOCC.O, predict the reaction product. The product is: [Cl:1][C:2]1[CH:7]=[CH:6][CH:5]=[CH:4][C:3]=1/[CH:8]=[CH:10]/[CH3:11]. (2) Given the reactants CS([O:5][CH2:6][C:7]1[CH:24]=[CH:23][C:10]2[CH2:11][CH2:12][N:13]([C:16]([O:18][C:19]([CH3:22])([CH3:21])[CH3:20])=[O:17])[CH2:14][CH2:15][C:9]=2[CH:8]=1)(=O)=O.O[C:26]1[N:31]=[N:30][C:29]([C:32]([O:34][CH2:35][CH3:36])=[O:33])=[CH:28][CH:27]=1.C(=O)([O-])[O-].[Cs+].[Cs+].C(OCC)(=O)C, predict the reaction product. The product is: [CH2:35]([O:34][C:32]([C:29]1[N:30]=[N:31][C:26]([O:5][CH2:6][C:7]2[CH:24]=[CH:23][C:10]3[CH2:11][CH2:12][N:13]([C:16]([O:18][C:19]([CH3:22])([CH3:21])[CH3:20])=[O:17])[CH2:14][CH2:15][C:9]=3[CH:8]=2)=[CH:27][CH:28]=1)=[O:33])[CH3:36]. (3) Given the reactants Cl[C:2]1[N:3]=[N:4][C:5]([C:22]2[CH:27]=[C:26]([CH3:28])[CH:25]=[C:24]([CH3:29])[CH:23]=2)=[CH:6][C:7]=1[C:8]([NH:10][CH2:11][C:12]1[CH:17]=[CH:16][C:15]([O:18][CH3:19])=[C:14]([O:20][CH3:21])[CH:13]=1)=[O:9].COC1C=CC=C(OC)C=1C1C=CC=CC=1P(C1CCCCC1)C1CCCCC1.[CH3:59][N:60]1[CH:64]=[C:63](B2OC(C)(C)C(C)(C)O2)[CH:62]=[N:61]1.[O-]P([O-])([O-])=O.[K+].[K+].[K+], predict the reaction product. The product is: [CH3:21][O:20][C:14]1[CH:13]=[C:12]([CH:17]=[CH:16][C:15]=1[O:18][CH3:19])[CH2:11][NH:10][C:8]([C:7]1[CH:6]=[C:5]([C:22]2[CH:27]=[C:26]([CH3:28])[CH:25]=[C:24]([CH3:29])[CH:23]=2)[N:4]=[N:3][C:2]=1[C:63]1[CH:62]=[N:61][N:60]([CH3:59])[CH:64]=1)=[O:9]. (4) The product is: [OH:33][C:30]([CH3:31])([CH3:32])[CH2:29][C@@:20]1([C:23]2[CH:24]=[CH:25][CH:26]=[CH:27][CH:28]=2)[O:19][C:18](=[O:34])[N:17]([C@H:15]([C:12]2[CH:11]=[CH:10][C:9]([C:4]3[CH:5]=[CH:6][C:7]4[N:8]=[C:35]([CH3:36])[NH:1][C:2]=4[CH:3]=3)=[CH:14][CH:13]=2)[CH3:16])[CH2:22][CH2:21]1. Given the reactants [NH2:1][C:2]1[CH:3]=[C:4]([C:9]2[CH:14]=[CH:13][C:12]([C@@H:15]([N:17]3[CH2:22][CH2:21][C@:20]([CH2:29][C:30]([OH:33])([CH3:32])[CH3:31])([C:23]4[CH:28]=[CH:27][CH:26]=[CH:25][CH:24]=4)[O:19][C:18]3=[O:34])[CH3:16])=[CH:11][CH:10]=2)[CH:5]=[CH:6][C:7]=1[NH2:8].[C:35](O)(=O)[CH3:36], predict the reaction product. (5) Given the reactants [CH3:1][CH:2](O)[C:3]1[CH:8]=[CH:7][C:6]([C:9]2[NH:10][C:11]([C:21]3[CH:26]=[CH:25][N:24]=[CH:23][CH:22]=3)=[C:12]([C:14]3[CH:19]=[CH:18][C:17]([F:20])=[CH:16][CH:15]=3)[N:13]=2)=[CH:5][CH:4]=1.P(C1C=CC=CC=1)(C1C=CC=CC=1)C1C=CC=CC=1.C([O:54][C:55]([NH:57][O:58]C(OCC1C=CC=CC=1)=O)=O)C1C=CC=CC=1.CCOC(/[N:74]=N/C(OCC)=O)=O, predict the reaction product. The product is: [OH:58][N:57]([CH:2]([C:3]1[CH:8]=[CH:7][C:6]([C:9]2[NH:10][C:11]([C:21]3[CH:22]=[CH:23][N:24]=[CH:25][CH:26]=3)=[C:12]([C:14]3[CH:15]=[CH:16][C:17]([F:20])=[CH:18][CH:19]=3)[N:13]=2)=[CH:5][CH:4]=1)[CH3:1])[C:55]([NH2:74])=[O:54]. (6) Given the reactants [Br:1][C:2]1[CH:3]=[C:4]([CH:8]=[CH:9][CH:10]=1)CCO.BrC1C=C([CH2:18][CH2:19][O:20][CH:21]([C:23]2[C:32]3[C:27](=[CH:28][CH:29]=[C:30]([C:33]4[CH:38]=[CH:37][CH:36]=[CH:35][C:34]=4[O:39][CH3:40])[CH:31]=3)[NH:26][C:25]([CH3:42])([CH3:41])[CH:24]=2)[CH3:22])C=CC=1.C[Si]([N-][Si](C)(C)C)(C)C.[Na+].C(OC(N1C2C(=CC(C3C=CC=CC=3OC)=CC=2)C(C(OS(C)(=O)=O)C)=CC1(C)C)=O)(C)(C)C, predict the reaction product. The product is: [Br:1][C:2]1[CH:3]=[CH:4][CH:8]=[CH:9][C:10]=1[CH2:18][CH2:19][O:20][CH:21]([C:23]1[C:32]2[C:27](=[CH:28][CH:29]=[C:30]([C:33]3[CH:38]=[CH:37][CH:36]=[CH:35][C:34]=3[O:39][CH3:40])[CH:31]=2)[NH:26][C:25]([CH3:42])([CH3:41])[CH:24]=1)[CH3:22].